Dataset: Full USPTO retrosynthesis dataset with 1.9M reactions from patents (1976-2016). Task: Predict the reactants needed to synthesize the given product. (1) Given the product [Cl:20][C:4]1[CH:3]=[C:2](/[CH:35]=[CH:34]/[C:29]([C:24]2[CH:25]=[C:26]([Cl:28])[CH:27]=[C:22]([Cl:21])[CH:23]=2)([OH:36])[C:30]([F:32])([F:31])[F:33])[CH:7]=[CH:6][C:5]=1[CH2:8][N:9]1[C:17](=[O:18])[C:16]2[C:11](=[CH:12][CH:13]=[CH:14][CH:15]=2)[C:10]1=[O:19], predict the reactants needed to synthesize it. The reactants are: Br[C:2]1[CH:7]=[CH:6][C:5]([CH2:8][N:9]2[C:17](=[O:18])[C:16]3[C:11](=[CH:12][CH:13]=[CH:14][CH:15]=3)[C:10]2=[O:19])=[C:4]([Cl:20])[CH:3]=1.[Cl:21][C:22]1[CH:23]=[C:24]([C:29]([OH:36])([CH:34]=[CH2:35])[C:30]([F:33])([F:32])[F:31])[CH:25]=[C:26]([Cl:28])[CH:27]=1.C([O-])(=O)C.[Na+].Cl. (2) Given the product [Cl:1][C:2]1[CH:3]=[C:4]([C:22]2[CH:27]=[CH:26][CH:25]=[CH:24][CH:23]=2)[CH:5]=[CH:6][C:7]=1[CH2:8][N:9]1[C:13]2[CH:14]=[C:15]([CH2:19][O:20][C:29]3[CH:30]=[C:31]([CH:35]=[CH:36][N:37]=3)[C:32]([OH:34])=[O:33])[CH:16]=[C:17]([CH3:18])[C:12]=2[N:11]=[C:10]1[CH3:21], predict the reactants needed to synthesize it. The reactants are: [Cl:1][C:2]1[CH:3]=[C:4]([C:22]2[CH:27]=[CH:26][CH:25]=[CH:24][CH:23]=2)[CH:5]=[CH:6][C:7]=1[CH2:8][N:9]1[C:13]2[CH:14]=[C:15]([CH2:19][OH:20])[CH:16]=[C:17]([CH3:18])[C:12]=2[N:11]=[C:10]1[CH3:21].Cl[C:29]1[CH:30]=[C:31]([CH:35]=[CH:36][N:37]=1)[C:32]([OH:34])=[O:33]. (3) Given the product [OH:45][CH2:44][C:40]1[C:39]([CH3:46])=[CH:38][C:37]([NH:36][C:25]([CH2:24][CH2:23][CH2:22][N:21]([CH3:29])[C:19]([CH2:18][CH2:17][N:14]2[CH2:13][CH2:12][CH:11]([O:10][C:8](=[O:9])[NH:7][C:2]3[CH:3]=[CH:4][CH:5]=[CH:6][C:1]=3[C:30]3[CH:35]=[CH:34][CH:33]=[CH:32][CH:31]=3)[CH2:16][CH2:15]2)=[O:20])=[O:69])=[C:42]([CH3:43])[CH:41]=1, predict the reactants needed to synthesize it. The reactants are: [C:1]1([C:30]2[CH:35]=[CH:34][CH:33]=[CH:32][CH:31]=2)[CH:6]=[CH:5][CH:4]=[CH:3][C:2]=1[NH:7][C:8]([O:10][CH:11]1[CH2:16][CH2:15][N:14]([CH2:17][CH2:18][C:19]([N:21]([CH3:29])[CH2:22][CH2:23][CH2:24][CH2:25]C(O)=O)=[O:20])[CH2:13][CH2:12]1)=[O:9].[NH2:36][C:37]1[C:42]([CH3:43])=[CH:41][C:40]([CH2:44][OH:45])=[C:39]([CH3:46])[CH:38]=1.C(N(CC)C(C)C)(C)C.CCN=C=NCCCN(C)C.Cl.C(=O)(O)[O-:69].[Na+]. (4) Given the product [F:1][C:2]1[CH:3]=[C:4]([C@@H:9]2[CH2:13][N:12]([CH2:14][CH2:15][O:16][CH3:17])[CH2:11][C@H:10]2[NH:18][C:26]([NH:25][C:24]2[N:23]([C:35]3[CH:40]=[CH:39][CH:38]=[CH:37][CH:36]=3)[N:22]=[C:21]([O:41][CH2:42][CH2:43][S:44]([CH3:47])(=[O:45])=[O:46])[C:20]=2[CH3:19])=[O:27])[CH:5]=[CH:6][C:7]=1[F:8], predict the reactants needed to synthesize it. The reactants are: [F:1][C:2]1[CH:3]=[C:4]([C@@H:9]2[CH2:13][N:12]([CH2:14][CH2:15][O:16][CH3:17])[CH2:11][C@H:10]2[NH2:18])[CH:5]=[CH:6][C:7]=1[F:8].[CH3:19][C:20]1[C:21]([O:41][CH2:42][CH2:43][S:44]([CH3:47])(=[O:46])=[O:45])=[N:22][N:23]([C:35]2[CH:40]=[CH:39][CH:38]=[CH:37][CH:36]=2)[C:24]=1[NH:25][C:26](=O)[O:27]C1C=CC=CC=1.CCOC(C)=O.